This data is from Full USPTO retrosynthesis dataset with 1.9M reactions from patents (1976-2016). The task is: Predict the reactants needed to synthesize the given product. (1) Given the product [C:1]([O:5][C:6](=[O:35])[NH:7][C:8]1([C:12]2[CH:17]=[CH:16][C:15]([C:18]3[C:19]([C:29]4[CH:34]=[CH:33][CH:32]=[CH:31][CH:30]=4)=[CH:20][C:21]4[N:22]([C:24](/[CH:38]=[CH:37]/[C:36](=[O:39])[NH2:40])=[C:25]([CH3:27])[N:26]=4)[N:23]=3)=[CH:14][CH:13]=2)[CH2:11][CH2:10][CH2:9]1)([CH3:4])([CH3:3])[CH3:2], predict the reactants needed to synthesize it. The reactants are: [C:1]([O:5][C:6](=[O:35])[NH:7][C:8]1([C:12]2[CH:17]=[CH:16][C:15]([C:18]3[C:19]([C:29]4[CH:34]=[CH:33][CH:32]=[CH:31][CH:30]=4)=[CH:20][C:21]4[N:22]([C:24](Br)=[C:25]([CH3:27])[N:26]=4)[N:23]=3)=[CH:14][CH:13]=2)[CH2:11][CH2:10][CH2:9]1)([CH3:4])([CH3:3])[CH3:2].[C:36]([NH2:40])(=[O:39])[CH:37]=[CH2:38].C1(C)C=CC=CC=1P(C1C=CC=CC=1C)C1C=CC=CC=1C.C(N(CC)CC)C. (2) Given the product [CH2:25]([N:24]([O:23][CH2:16][C:17]1[CH:22]=[CH:21][CH:20]=[CH:19][CH:18]=1)[C:12]([C:9]1[CH:8]=[CH:7][C:6]([N:1]2[CH2:2][CH2:3][CH2:4][CH2:5]2)=[CH:11][N:10]=1)=[O:14])[C:26]1[CH:27]=[CH:28][CH:29]=[CH:30][CH:31]=1, predict the reactants needed to synthesize it. The reactants are: [N:1]1([C:6]2[CH:7]=[CH:8][C:9]([C:12]([OH:14])=O)=[N:10][CH:11]=2)[CH2:5][CH2:4][CH2:3][CH2:2]1.Cl.[CH2:16]([O:23][NH:24][CH2:25][C:26]1[CH:31]=[CH:30][CH:29]=[CH:28][CH:27]=1)[C:17]1[CH:22]=[CH:21][CH:20]=[CH:19][CH:18]=1. (3) Given the product [NH2:26][C:11]1[CH:10]=[CH:9][C:8]([C:6]([N:5]([CH2:29][CH2:30][CH:31]([CH3:33])[CH3:32])[CH2:4][CH2:3][CH:2]([CH3:34])[CH3:1])=[O:7])=[CH:13][C:12]=1[NH:14][CH2:15][CH2:16][CH2:17][NH:18][C:19](=[O:25])[O:20][C:21]([CH3:24])([CH3:23])[CH3:22], predict the reactants needed to synthesize it. The reactants are: [CH3:1][CH:2]([CH3:34])[CH2:3][CH2:4][N:5]([CH2:29][CH2:30][CH:31]([CH3:33])[CH3:32])[C:6]([C:8]1[CH:9]=[CH:10][C:11]([N+:26]([O-])=O)=[C:12]([NH:14][CH2:15][CH2:16][CH2:17][NH:18][C:19](=[O:25])[O:20][C:21]([CH3:24])([CH3:23])[CH3:22])[CH:13]=1)=[O:7]. (4) Given the product [C:3]([C:5]1[CH:6]=[C:7]([C:11]([OH:13])=[O:12])[NH:8][C:9]=1[CH3:10])#[N:4], predict the reactants needed to synthesize it. The reactants are: [OH-].[Li+].[C:3]([C:5]1[CH:6]=[C:7]([C:11]([O:13]CC)=[O:12])[NH:8][C:9]=1[CH3:10])#[N:4]. (5) Given the product [NH2:1][C:2]1[C:10]([Cl:11])=[CH:9][C:5]([C:6]([NH:30][CH2:29][C@@H:25]2[CH2:24][N:23]([CH2:22][CH2:21][CH2:20][CH2:19][CH2:18][C:17]([O:16][C@@H:14]3[CH:38]4[CH2:39][CH2:40][N:41]([CH2:43][CH2:44]4)[CH2:15]3)=[O:31])[CH2:28][CH2:27][O:26]2)=[O:8])=[C:4]([O:12][CH3:13])[CH:3]=1.[CH2:14]([O:16][C:17](=[O:31])[CH2:18][CH2:19][CH2:20][CH2:21][CH2:22][N:23]1[CH2:28][CH2:27][O:26][C@H:25]([CH2:29][NH:30][C:6](=[O:7])[C:5]2[CH:9]=[C:10]([Cl:11])[C:2]([NH2:1])=[CH:3][C:4]=2[O:12][CH3:13])[CH2:24]1)[CH3:15], predict the reactants needed to synthesize it. The reactants are: [NH2:1][C:2]1[C:10]([Cl:11])=[CH:9][C:5]([C:6]([OH:8])=[O:7])=[C:4]([O:12][CH3:13])[CH:3]=1.[CH2:14]([O:16][C:17](=[O:31])[CH2:18][CH2:19][CH2:20][CH2:21][CH2:22][N:23]1[CH2:28][CH2:27][O:26][C@H:25]([CH2:29][NH2:30])[CH2:24]1)[CH3:15].Cl.C(N=C=N[CH2:38][CH2:39][CH2:40][N:41]([CH3:43])C)C.[C:44](=O)(O)[O-].[Na+]. (6) Given the product [CH2:1]([O:5][CH2:6][CH2:7][O:8][C:9]1[CH:14]=[CH:13][C:12]([C:15]2[CH:20]=[CH:19][C:18]([N:21]([CH2:26][CH3:27])[CH2:22][CH:23]([CH3:25])[CH3:24])=[C:17](/[CH:28]=[CH:29]/[C:30]([OH:32])=[O:31])[CH:16]=2)=[CH:11][CH:10]=1)[CH2:2][CH2:3][CH3:4], predict the reactants needed to synthesize it. The reactants are: [CH2:1]([O:5][CH2:6][CH2:7][O:8][C:9]1[CH:14]=[CH:13][C:12]([C:15]2[CH:20]=[CH:19][C:18]([N:21]([CH2:26][CH3:27])[CH2:22][CH:23]([CH3:25])[CH3:24])=[C:17](/[CH:28]=[CH:29]/[C:30]([O:32]CC)=[O:31])[CH:16]=2)=[CH:11][CH:10]=1)[CH2:2][CH2:3][CH3:4].[OH-].[Na+].Cl.